This data is from Reaction yield outcomes from USPTO patents with 853,638 reactions. The task is: Predict the reaction yield, written as a fraction of the theoretical maximum amount of product (1.0 means a 100% yield; for example, 0.34 means a 34% yield). (1) The reactants are [Cl:1][C:2]1[N:7]=[C:6]([C:8]([O:10][CH2:11][CH3:12])=[O:9])[C:5](F)=[CH:4][N:3]=1.[N:14]1([CH2:20][CH2:21][NH2:22])[CH2:19][CH2:18][O:17][CH2:16][CH2:15]1. No catalyst specified. The product is [Cl:1][C:2]1[N:7]=[C:6]([C:8]([O:10][CH2:11][CH3:12])=[O:9])[C:5]([NH:22][CH2:21][CH2:20][N:14]2[CH2:19][CH2:18][O:17][CH2:16][CH2:15]2)=[CH:4][N:3]=1. The yield is 0.630. (2) The reactants are ClC(Cl)(O[C:5](=[O:11])OC(Cl)(Cl)Cl)Cl.Cl.[F:14][C:15]([F:36])([F:35])[C:16]1[CH:34]=[CH:33][CH:32]=[CH:31][C:17]=1[CH:18]([O:26][CH:27]1[CH2:30][NH:29][CH2:28]1)[C:19]1[CH:24]=[CH:23][C:22]([Cl:25])=[CH:21][CH:20]=1.C(N(CC)CC)C.[CH3:44][NH:45][CH2:46][C:47]1[CH:52]=[CH:51][CH:50]=[CH:49][CH:48]=1. The catalyst is ClCCl. The product is [F:36][C:15]([F:14])([F:35])[C:16]1[CH:34]=[CH:33][CH:32]=[CH:31][C:17]=1[CH:18]([O:26][CH:27]1[CH2:30][N:29]([C:5]([N:45]([CH3:44])[CH2:46][C:47]2[CH:52]=[CH:51][CH:50]=[CH:49][CH:48]=2)=[O:11])[CH2:28]1)[C:19]1[CH:24]=[CH:23][C:22]([Cl:25])=[CH:21][CH:20]=1. The yield is 0.670. (3) The reactants are [F:1][C:2]1[CH:3]=[C:4]([C:8]2[C:17]3[C:12](=[CH:13][C:14]([O:18]C)=[CH:15][CH:16]=3)[C:11](=[O:20])[N:10]([CH2:21][C:22]([N:24]([CH3:35])[C:25]3[CH:34]=[CH:33][C:28]4[N:29]=[C:30]([CH3:32])[O:31][C:27]=4[CH:26]=3)=[O:23])[N:9]=2)[CH:5]=[CH:6][CH:7]=1.B(Br)(Br)Br.C([O-])(O)=O.[Na+]. The catalyst is C(Cl)Cl.O. The product is [F:1][C:2]1[CH:3]=[C:4]([C:8]2[C:17]3[C:12](=[CH:13][C:14]([OH:18])=[CH:15][CH:16]=3)[C:11](=[O:20])[N:10]([CH2:21][C:22]([N:24]([CH3:35])[C:25]3[CH:34]=[CH:33][C:28]4[N:29]=[C:30]([CH3:32])[O:31][C:27]=4[CH:26]=3)=[O:23])[N:9]=2)[CH:5]=[CH:6][CH:7]=1. The yield is 0.740. (4) The yield is 0.710. The product is [CH:24]([N:27]1[C:16]([C:11]2[C:10]([CH2:9][OH:8])=[CH:15][CH:14]=[CH:13][N:12]=2)=[CH:17][CH:18]=[N:19]1)([CH3:26])[CH3:25].[CH:24]([N:27]1[CH:14]=[CH:15][C:10]([C:11]2[CH:16]=[CH:17][C:30]([CH2:31][OH:32])=[CH:13][N:12]=2)=[N:28]1)([CH3:26])[CH3:25]. The reactants are [Si]([O:8][CH2:9][C:10]1[C:11]([C:16](=O)/[CH:17]=[CH:18]/[N:19](C)C)=[N:12][CH:13]=[CH:14][CH:15]=1)(C(C)(C)C)(C)C.Cl.[CH:24]([NH:27][NH2:28])([CH3:26])[CH3:25].Cl.[CH3:30][CH2:31][OH:32]. No catalyst specified.